This data is from Forward reaction prediction with 1.9M reactions from USPTO patents (1976-2016). The task is: Predict the product of the given reaction. Given the reactants [CH3:1][O:2][C:3]1[CH:4]=[C:5]([CH:27]=[CH:28][C:29]=1[O:30][CH3:31])[CH2:6][CH:7]1[C:16]2[C:11](=[C:12]([O:25][CH3:26])[CH:13]=[CH:14][C:15]=2[O:17][CH2:18][C:19]2[CH:24]=[CH:23][CH:22]=[CH:21][CH:20]=2)[CH2:10][CH2:9][NH:8]1.Br[CH2:33][C:34](Br)=[O:35].[N:37]1[CH:42]=[CH:41][CH:40]=[CH:39][C:38]=1[CH2:43][NH2:44], predict the reaction product. The product is: [CH3:1][O:2][C:3]1[CH:4]=[C:5]([CH:27]=[CH:28][C:29]=1[O:30][CH3:31])[CH2:6][CH:7]1[C:16]2[C:11](=[C:12]([O:25][CH3:26])[CH:13]=[CH:14][C:15]=2[O:17][CH2:18][C:19]2[CH:24]=[CH:23][CH:22]=[CH:21][CH:20]=2)[CH2:10][CH2:9][N:8]1[CH2:33][C:34]([NH:44][CH2:43][C:38]1[CH:39]=[CH:40][CH:41]=[CH:42][N:37]=1)=[O:35].